This data is from Reaction yield outcomes from USPTO patents with 853,638 reactions. The task is: Predict the reaction yield, written as a fraction of the theoretical maximum amount of product (1.0 means a 100% yield; for example, 0.34 means a 34% yield). (1) The reactants are [C:1]([N:5]1[C:10](=[O:11])[C:9]([Cl:12])=[C:8]([O:13][CH2:14][C:15]2[CH:20]=[CH:19][C:18]([O:21][CH:22]([CH2:28][CH2:29]O[SiH](C)C)[CH2:23]C(C)(C)C)=[CH:17][CH:16]=2)[CH:7]=[N:6]1)([CH3:4])([CH3:3])[CH3:2].[F-].C([N+](CCCC)(CCCC)CCCC)CCC.[O:52]1CCCC1. No catalyst specified. The product is [C:1]([N:5]1[C:10](=[O:11])[C:9]([Cl:12])=[C:8]([O:13][CH2:14][C:15]2[CH:16]=[CH:17][C:18]([O:21][CH:22]([CH2:28][CH3:29])[CH2:23][OH:52])=[CH:19][CH:20]=2)[CH:7]=[N:6]1)([CH3:4])([CH3:2])[CH3:3]. The yield is 0.800. (2) The reactants are [BH4-].[Na+].[NH2:3][C:4]1[C:5](/[C:14](=[N:22]/[CH2:23][CH2:24][N:25]([CH3:27])[CH3:26])/[C:15]2[CH:20]=[CH:19][C:18]([F:21])=[CH:17][CH:16]=2)=[CH:6][CH:7]=[C:8]2[C:13]=1[N:12]=[CH:11][CH:10]=[CH:9]2. The catalyst is CCO. The product is [NH2:3][C:4]1[C:5]([CH:14]([C:15]2[CH:20]=[CH:19][C:18]([F:21])=[CH:17][CH:16]=2)[NH:22][CH2:23][CH2:24][N:25]([CH3:27])[CH3:26])=[CH:6][CH:7]=[C:8]2[C:13]=1[N:12]=[CH:11][CH:10]=[CH:9]2. The yield is 0.750. (3) The reactants are [Cl:1][C:2]1[C:3]([O:12][C:13]2[CH:18]=[C:17]([O:19][CH2:20][CH2:21][O:22][CH3:23])[CH:16]=[CH:15][C:14]=2/[CH:24]=[C:25](\[CH3:31])/[C:26]([O:28]CC)=[O:27])=[N:4][CH:5]=[C:6]([C:8]([F:11])([F:10])[F:9])[CH:7]=1.[OH-].[Na+].Cl. The catalyst is O1CCCC1.C(O)C.C1(C)C=CC=CC=1. The product is [Cl:1][C:2]1[C:3]([O:12][C:13]2[CH:18]=[C:17]([O:19][CH2:20][CH2:21][O:22][CH3:23])[CH:16]=[CH:15][C:14]=2/[CH:24]=[C:25](\[CH3:31])/[C:26]([OH:28])=[O:27])=[N:4][CH:5]=[C:6]([C:8]([F:9])([F:11])[F:10])[CH:7]=1. The yield is 0.330.